This data is from Catalyst prediction with 721,799 reactions and 888 catalyst types from USPTO. The task is: Predict which catalyst facilitates the given reaction. (1) Reactant: O=[C:2]([CH2:6][C:7]1[C:12]([CH3:13])=[CH:11][C:10]([CH3:14])=[CH:9][C:8]=1[CH3:15])[CH2:3][C:4]#[N:5].[NH2:16][NH2:17]. Product: [CH3:15][C:8]1[CH:9]=[C:10]([CH3:14])[CH:11]=[C:12]([CH3:13])[C:7]=1[CH2:6][C:2]1[CH:3]=[C:4]([NH2:5])[NH:16][N:17]=1. The catalyst class is: 14. (2) Reactant: [Li+].[OH-].[Br:3][C:4]1[CH:33]=[CH:32][C:7]([CH2:8][CH2:9][NH:10][CH2:11][C:12]2[C:13]([C:27]3[CH:31]=[CH:30][S:29][CH:28]=3)=[N:14][C:15]3[C:20]([CH:21]=2)=[CH:19][CH:18]=[C:17]([C:22]([O:24]CC)=[O:23])[CH:16]=3)=[CH:6][CH:5]=1.Cl. Product: [Br:3][C:4]1[CH:5]=[CH:6][C:7]([CH2:8][CH2:9][NH:10][CH2:11][C:12]2[C:13]([C:27]3[CH:31]=[CH:30][S:29][CH:28]=3)=[N:14][C:15]3[C:20]([CH:21]=2)=[CH:19][CH:18]=[C:17]([C:22]([OH:24])=[O:23])[CH:16]=3)=[CH:32][CH:33]=1. The catalyst class is: 1. (3) Reactant: [C:1]([O:5][C:6](=[O:24])[NH:7][C@@H:8]1[CH2:13][CH2:12][C@H:11]([N:14]2[CH2:18][CH2:17][C@H:16]([NH2:19])[C:15]2=[O:20])[C@H:10]([CH2:21][CH2:22][CH3:23])[CH2:9]1)([CH3:4])([CH3:3])[CH3:2].C(N(CC)CC)C.Cl[C:33]1[C:42]2[C:37](=[CH:38][CH:39]=[C:40]([Cl:43])[CH:41]=2)[N:36]=[CH:35][N:34]=1. Product: [Cl:43][C:40]1[CH:41]=[C:42]2[C:37](=[CH:38][CH:39]=1)[N:36]=[CH:35][N:34]=[C:33]2[NH:19][C@H:16]1[CH2:17][CH2:18][N:14]([C@H:11]2[CH2:12][CH2:13][C@@H:8]([NH:7][C:6](=[O:24])[O:5][C:1]([CH3:4])([CH3:3])[CH3:2])[CH2:9][C@H:10]2[CH2:21][CH2:22][CH3:23])[C:15]1=[O:20]. The catalyst class is: 14. (4) Reactant: [CH:1](=[C:3]1[CH2:8][CH2:7][O:6][CH2:5][CH2:4]1)[CH3:2].ClC1C=C(C=CC=1)C(OO)=[O:14].C(=O)([O-])O.[Na+].S([O-])([O-])(=O)=S.[Na+].[Na+]. Product: [CH3:2][CH:1]1[C:3]2([CH2:8][CH2:7][O:6][CH2:5][CH2:4]2)[O:14]1. The catalyst class is: 4.